Dataset: Catalyst prediction with 721,799 reactions and 888 catalyst types from USPTO. Task: Predict which catalyst facilitates the given reaction. (1) Reactant: [O:1]=[C:2]1[CH2:7][NH:6][CH2:5][CH2:4][NH:3]1.C(N(CC)CC)C.[Cl:15][C:16]1[C:17]([CH3:25])=[C:18]([CH:22]=[CH:23][CH:24]=1)[C:19](Cl)=[O:20]. Product: [Cl:15][C:16]1[C:17]([CH3:25])=[C:18]([C:19]([N:6]2[CH2:5][CH2:4][NH:3][C:2](=[O:1])[CH2:7]2)=[O:20])[CH:22]=[CH:23][CH:24]=1. The catalyst class is: 665. (2) Reactant: [F:1][CH:2]([F:34])[C:3]1[N:7]([C:8]2[N:13]=[C:12]([N:14]3[CH2:19][CH2:18][O:17][CH2:16][CH2:15]3)[N:11]=[C:10]([NH:20][C@H:21]3[CH2:26][CH2:25][C@H:24]([C:27](O)=[O:28])[CH2:23][CH2:22]3)[CH:9]=2)[C:6]2[CH:30]=[CH:31][CH:32]=[CH:33][C:5]=2[N:4]=1.ClC(OCC(C)C)=O.C[N:44]1CCOCC1.N. Product: [F:34][CH:2]([F:1])[C:3]1[N:7]([C:8]2[N:13]=[C:12]([N:14]3[CH2:19][CH2:18][O:17][CH2:16][CH2:15]3)[N:11]=[C:10]([NH:20][C@H:21]3[CH2:22][CH2:23][C@H:24]([C:27]([NH2:44])=[O:28])[CH2:25][CH2:26]3)[CH:9]=2)[C:6]2[CH:30]=[CH:31][CH:32]=[CH:33][C:5]=2[N:4]=1. The catalyst class is: 7. (3) Reactant: [O-]P([O-])([O-])=O.[K+].[K+].[K+].[CH2:9]([NH:16][C:17]([NH2:19])=[O:18])[C:10]1[CH:15]=[CH:14][CH:13]=[CH:12][CH:11]=1.Br[C:21]1[CH:22]=[C:23]([CH:25]=[CH:26][CH:27]=1)[NH2:24].CNCCNC. Product: [CH2:9]([NH:16][C:17]([NH:19][C:21]1[CH:27]=[CH:26][CH:25]=[C:23]([NH2:24])[CH:22]=1)=[O:18])[C:10]1[CH:15]=[CH:14][CH:13]=[CH:12][CH:11]=1. The catalyst class is: 321. (4) Reactant: ClCC([NH:5][C:6]12[CH2:15][CH:10]3[CH2:11][CH:12]([CH2:14][C:8]([NH:16][C:17]([C:19]4[CH:24]=[CH:23][CH:22]=[CH:21][N:20]=4)=[O:18])([CH2:9]3)[CH2:7]1)[CH2:13]2)=O.NC(N)=S.C(O)C.[OH-].[Na+]. Product: [NH2:5][C:6]12[CH2:15][CH:10]3[CH2:11][CH:12]([CH2:14][C:8]([NH:16][C:17]([C:19]4[CH:24]=[CH:23][CH:22]=[CH:21][N:20]=4)=[O:18])([CH2:9]3)[CH2:7]1)[CH2:13]2. The catalyst class is: 211. (5) Reactant: [CH3:1][C:2]1[C:7]2[N:8]=[C:9]([C:54]3[S:58][CH:57]=[C:56]([CH:59]([CH3:61])[CH3:60])[N:55]=3)[CH:10]=[C:11]([O:12][C@H:13]3[CH2:33][N:32]4[C@H:15]([C:16]([NH:18][C@@:19]5([C:45]([NH:47][S:48]([CH:51]6[CH2:53][CH2:52]6)(=[O:50])=[O:49])=[O:46])[C@H:21]([CH:22]=[CH:23][CH2:24][CH2:25][CH2:26][CH2:27][CH2:28][C@H:29]([CH2:34][C:35]([N:37]6[CH2:42][C:41]([F:44])([F:43])[CH2:40][CH2:39][CH2:38]6)=[O:36])[C:30]4=[O:31])[CH2:20]5)=[O:17])[CH2:14]3)[C:6]=2[CH:5]=[CH:4][C:3]=1[O:62][CH3:63].[Na]. Product: [CH3:1][C:2]1[C:7]2[N:8]=[C:9]([C:54]3[S:58][CH:57]=[C:56]([CH:59]([CH3:61])[CH3:60])[N:55]=3)[CH:10]=[C:11]([O:12][C@H:13]3[CH2:33][N:32]4[C@H:15]([C:16]([NH:18][C@@:19]5([C:45]([NH:47][S:48]([CH:51]6[CH2:52][CH2:53]6)(=[O:49])=[O:50])=[O:46])[C@H:21]([CH:22]=[CH:23][CH2:24][CH2:25][CH2:26][CH2:27][CH2:28][C@H:29]([CH2:34][C:35]([N:37]6[CH2:42][C:41]([F:44])([F:43])[CH2:40][CH2:39][CH2:38]6)=[O:36])[C:30]4=[O:31])[CH2:20]5)=[O:17])[CH2:14]3)[C:6]=2[CH:5]=[CH:4][C:3]=1[O:62][CH3:63]. The catalyst class is: 6. (6) Reactant: [F:1][C:2]1[CH:7]=[CH:6][C:5]([N:8]2[C:17]3[C:12](=[N:13][CH:14]=[C:15]([CH2:18][C:19]4[CH:24]=[CH:23][C:22]([F:25])=[CH:21][CH:20]=4)[CH:16]=3)[C:11]([OH:26])=[C:10]([C:27](OCC)=[O:28])[C:9]2=[O:32])=[CH:4][CH:3]=1.[CH3:33][O:34][CH2:35][CH2:36][NH2:37]. Product: [F:1][C:2]1[CH:3]=[CH:4][C:5]([N:8]2[C:17]3[C:12](=[N:13][CH:14]=[C:15]([CH2:18][C:19]4[CH:24]=[CH:23][C:22]([F:25])=[CH:21][CH:20]=4)[CH:16]=3)[C:11]([OH:26])=[C:10]([C:27]([NH:37][CH2:36][CH2:35][O:34][CH3:33])=[O:28])[C:9]2=[O:32])=[CH:6][CH:7]=1. The catalyst class is: 8. (7) Reactant: FC(F)(F)C(O)=O.[NH2:8][CH2:9][C:10]1[CH:19]=[CH:18][C:13]2[NH:14][C:15](=[O:17])[NH:16][C:12]=2[CH:11]=1.[C:20]([C:24]1[CH:33]=[CH:32][C:27]([CH2:28][N:29]=[C:30]=[O:31])=[CH:26][CH:25]=1)([CH3:23])([CH3:22])[CH3:21]. Product: [C:20]([C:24]1[CH:33]=[CH:32][C:27]([CH2:28][NH:29][C:30]([NH:8][CH2:9][C:10]2[CH:19]=[CH:18][C:13]3[NH:14][C:15](=[O:17])[NH:16][C:12]=3[CH:11]=2)=[O:31])=[CH:26][CH:25]=1)([CH3:23])([CH3:21])[CH3:22]. The catalyst class is: 338. (8) Product: [CH2:10]1[C@@H:11]2[N:7]([C:6](=[O:15])[CH2:5][C:13](=[O:14])[CH2:12]2)[CH2:8][CH2:9]1. The catalyst class is: 15. Reactant: COC([CH:5]1[C:13](=[O:14])[CH2:12][C@H:11]2[N:7]([CH2:8][CH2:9][CH2:10]2)[C:6]1=[O:15])=O.C(=O)([O-])O.[Na+]. (9) Reactant: [CH3:1][O:2][C:3]1[CH:4]=[C:5]([C:9]2[C:10](=[O:27])[N:11]([CH2:24][CH2:25]O)[N:12]=[C:13]([CH2:16][C:17]3[CH:22]=[CH:21][CH:20]=[CH:19][C:18]=3[F:23])[C:14]=2[CH3:15])[CH:6]=[CH:7][CH:8]=1.C1(P(C2C=CC=CC=2)C2C=CC=CC=2)C=CC=CC=1.[Br:47]NC(=O)CCC(N)=O. Product: [CH3:1][O:2][C:3]1[CH:4]=[C:5]([C:9]2[C:10](=[O:27])[N:11]([CH2:24][CH2:25][Br:47])[N:12]=[C:13]([CH2:16][C:17]3[CH:22]=[CH:21][CH:20]=[CH:19][C:18]=3[F:23])[C:14]=2[CH3:15])[CH:6]=[CH:7][CH:8]=1. The catalyst class is: 4. (10) Reactant: [N:1]1[CH:6]=[CH:5][CH:4]=[CH:3][C:2]=1[C:7]1[O:8][C:9]2[CH2:10][NH:11][CH2:12][CH2:13][C:14]=2[N:15]=1.[C:16]([C:18]1[CH:19]=[C:20]([CH:24]=[CH:25][CH:26]=1)[C:21](Cl)=[O:22])#[N:17]. Product: [N:1]1[CH:6]=[CH:5][CH:4]=[CH:3][C:2]=1[C:7]1[O:8][C:9]2[CH2:10][N:11]([C:21]([C:20]3[CH:19]=[C:18]([CH:26]=[CH:25][CH:24]=3)[C:16]#[N:17])=[O:22])[CH2:12][CH2:13][C:14]=2[N:15]=1. The catalyst class is: 2.